This data is from Full USPTO retrosynthesis dataset with 1.9M reactions from patents (1976-2016). The task is: Predict the reactants needed to synthesize the given product. (1) Given the product [ClH:2].[Cl:2][C:3]1[CH:4]=[C:5]([CH:10]([OH:27])[CH2:11][N:12]2[CH2:13][CH2:14][C:15]([C:19]3[CH:20]=[N:21][C:22]([O:25][CH3:26])=[CH:23][CH:24]=3)([OH:18])[CH2:16][CH2:17]2)[CH:6]=[CH:7][C:8]=1[OH:9], predict the reactants needed to synthesize it. The reactants are: Cl.[Cl:2][C:3]1[CH:4]=[C:5]([CH:10]([OH:27])[CH2:11][N:12]2[CH2:17][CH2:16][C:15]([C:19]3[CH:20]=[N:21][C:22]([O:25][CH3:26])=[CH:23][CH:24]=3)([OH:18])[CH2:14][CH2:13]2)[CH:6]=[CH:7][C:8]=1[OH:9]. (2) Given the product [N:1]1[CH:6]=[CH:5][CH:4]=[C:3]([NH+:7]([O-:33])[C:8]([C:10]2[C:18]3[C:17]4[CH:19]=[CH:20][CH:21]=[CH:22][C:16]=4[O:15][C:14]=3[C:13]([O:23][CH3:24])=[CH:12][CH:11]=2)=[O:9])[CH:2]=1, predict the reactants needed to synthesize it. The reactants are: [N:1]1[CH:6]=[CH:5][CH:4]=[C:3]([NH:7][C:8]([C:10]2[C:18]3[C:17]4[CH:19]=[CH:20][CH:21]=[CH:22][C:16]=4[O:15][C:14]=3[C:13]([O:23][CH3:24])=[CH:12][CH:11]=2)=[O:9])[CH:2]=1.ClC1C=CC=C(C(OO)=[O:33])C=1. (3) Given the product [CH2:1]([C:8]1[N:9]([CH2:22][C:23]([O:25][CH3:26])=[O:24])[C:10]([C:13]2[CH:18]=[CH:17][CH:16]=[CH:15][CH:14]=2)=[CH:11][CH:12]=1)[C:2]1[CH:3]=[CH:4][CH:5]=[CH:6][CH:7]=1, predict the reactants needed to synthesize it. The reactants are: [CH2:1]([C:8]1[NH:9][C:10]([C:13]2[CH:18]=[CH:17][CH:16]=[CH:15][CH:14]=2)=[CH:11][CH:12]=1)[C:2]1[CH:7]=[CH:6][CH:5]=[CH:4][CH:3]=1.[H-].[Na+].Br[CH2:22][C:23]([O:25][CH3:26])=[O:24]. (4) Given the product [Cl:1][C:2]1[CH:7]=[CH:6][CH:5]=[C:4]([Cl:8])[C:3]=1[CH2:9][CH:10]([N:14]1[CH2:18][C:17]([O:19][C:20]2[C:25]([F:26])=[CH:24][CH:23]=[CH:22][C:21]=2[F:27])=[CH:16][C:15]1=[O:28])[C:11]([NH:44][C:41]1[CH:42]=[CH:43][N:39]([CH2:38][C:37]([OH:36])([CH3:67])[CH3:29])[N:40]=1)=[O:13], predict the reactants needed to synthesize it. The reactants are: [Cl:1][C:2]1[CH:7]=[CH:6][CH:5]=[C:4]([Cl:8])[C:3]=1[CH2:9][CH:10]([N:14]1[CH2:18][C:17]([O:19][C:20]2[C:25]([F:26])=[CH:24][CH:23]=[CH:22][C:21]=2[F:27])=[CH:16][C:15]1=[O:28])[C:11]([OH:13])=O.[C:29](Cl)(=O)C(Cl)=O.Cl.[OH:36][C@@H:37]([CH2:67]O)[CH2:38][N:39]1[CH:43]=[CH:42][C:41]([NH:44]C(=O)[C@@H](N2CC(OC3C=CC=C(Cl)C=3Cl)=CC2=O)CC(C)C)=[N:40]1.N1C(C)=CC=CC=1C. (5) Given the product [N:1]([CH2:4][C:5]1[C:6]([C:25]([OH:27])=[O:26])=[N:7][C:8]([C:18]2[CH:23]=[CH:22][C:21]([Cl:24])=[CH:20][CH:19]=2)=[C:9]([C:11]2[CH:12]=[CH:13][C:14]([Cl:17])=[CH:15][CH:16]=2)[N:10]=1)=[N+:2]=[N-:3], predict the reactants needed to synthesize it. The reactants are: [N:1]([CH2:4][C:5]1[C:6]([C:25]([O:27]CC)=[O:26])=[N:7][C:8]([C:18]2[CH:23]=[CH:22][C:21]([Cl:24])=[CH:20][CH:19]=2)=[C:9]([C:11]2[CH:16]=[CH:15][C:14]([Cl:17])=[CH:13][CH:12]=2)[N:10]=1)=[N+:2]=[N-:3].[Li+].[OH-]. (6) Given the product [Cl:1][C:2]1[CH:25]=[CH:24][CH:23]=[CH:22][C:3]=1[C:4]([NH:6][CH:7]1[C:15]2[C:10](=[CH:11][CH:12]=[C:13]([C:16]([OH:18])=[O:17])[CH:14]=2)[C:9]([CH3:21])([CH3:20])[CH2:8]1)=[O:5], predict the reactants needed to synthesize it. The reactants are: [Cl:1][C:2]1[CH:25]=[CH:24][CH:23]=[CH:22][C:3]=1[C:4]([NH:6][CH:7]1[C:15]2[C:10](=[CH:11][CH:12]=[C:13]([C:16]([O:18]C)=[O:17])[CH:14]=2)[C:9]([CH3:21])([CH3:20])[CH2:8]1)=[O:5].[Li+].[OH-].C(O)(=O)CC(CC(O)=O)(C(O)=O)O. (7) Given the product [Br:10][CH2:3][C:2]([C:4]1[CH:9]=[CH:8][CH:7]=[CH:6][CH:5]=1)=[CH2:1].[Br:10][CH:3]=[C:2]([CH3:1])[C:4]1[CH:9]=[CH:8][CH:7]=[CH:6][CH:5]=1, predict the reactants needed to synthesize it. The reactants are: [CH3:1][C:2]([C:4]1[CH:9]=[CH:8][CH:7]=[CH:6][CH:5]=1)=[CH2:3].[Br:10]NC(=O)CCC(N)=O. (8) Given the product [C:1]1([C:29]2[CH:30]=[CH:31][CH:32]=[CH:33][CH:34]=2)[CH:2]=[CH:3][C:4]([NH:7][C:8](=[O:28])[C:9]2[CH:14]=[CH:13][C:12]([O:15][CH3:16])=[C:11]([NH:17][C:18](=[O:27])[CH2:19][N:20]3[CH2:25][CH:24]4[O:23][CH:22]([CH2:35][CH2:26]4)[CH2:21]3)[CH:10]=2)=[CH:5][CH:6]=1, predict the reactants needed to synthesize it. The reactants are: [C:1]1([C:29]2[CH:34]=[CH:33][CH:32]=[CH:31][CH:30]=2)[CH:6]=[CH:5][C:4]([NH:7][C:8](=[O:28])[C:9]2[CH:14]=[CH:13][C:12]([O:15][CH3:16])=[C:11]([NH:17][C:18](=[O:27])[CH2:19][N:20]3[CH2:25][C@@H:24]4[CH2:26][C@H:21]3[CH2:22][O:23]4)[CH:10]=2)=[CH:3][CH:2]=1.[C:35]1(C2C=CC=CC=2)C=CC(NC(=O)C2C=CC(OC)=C(NC(=O)CCl)C=2)=CC=1.Cl.C12OC(CC1)CNC2.